The task is: Predict the product of the given reaction.. This data is from Forward reaction prediction with 1.9M reactions from USPTO patents (1976-2016). (1) Given the reactants [CH3:1][O:2][C:3]1[CH:4]=[C:5]2[C:10](=[CH:11][CH:12]=1)[NH:9][C:8](=[O:13])[N:7]([CH2:14][CH:15]1[CH2:20][CH2:19][N:18]([C:21]([O:23][C:24]([CH3:27])([CH3:26])[CH3:25])=[O:22])[CH2:17][CH2:16]1)[CH2:6]2.I[C:29]1[CH:34]=[CH:33][N:32]=[C:31]([C:35]#[N:36])[CH:30]=1, predict the reaction product. The product is: [C:35]([C:31]1[CH:30]=[C:29]([N:9]2[C:10]3[C:5](=[CH:4][C:3]([O:2][CH3:1])=[CH:12][CH:11]=3)[CH2:6][N:7]([CH2:14][CH:15]3[CH2:20][CH2:19][N:18]([C:21]([O:23][C:24]([CH3:27])([CH3:26])[CH3:25])=[O:22])[CH2:17][CH2:16]3)[C:8]2=[O:13])[CH:34]=[CH:33][N:32]=1)#[N:36]. (2) Given the reactants CCN(C(C)C)C(C)C.[OH:10][C:11]1[CH:12]=[C:13]2[C:18](=[CH:19][C:20]=1[OH:21])[O:17][C:16](=[O:22])[C:15]([C:23]([OH:25])=O)=[CH:14]2.CN(C(ON1N=NC2C=CC=NC1=2)=[N+](C)C)C.F[P-](F)(F)(F)(F)F.[N:50]1[C:51]([C:59]2[CH:60]=[C:61]([NH2:65])[CH:62]=[CH:63][CH:64]=2)=[CH:52][N:53]2[CH:58]=[CH:57][CH:56]=[CH:55][C:54]=12, predict the reaction product. The product is: [N:50]1[C:51]([C:59]2[CH:60]=[C:61]([NH:65][C:23]([C:15]3[C:16](=[O:22])[O:17][C:18]4[C:13]([CH:14]=3)=[CH:12][C:11]([OH:10])=[C:20]([OH:21])[CH:19]=4)=[O:25])[CH:62]=[CH:63][CH:64]=2)=[CH:52][N:53]2[CH:58]=[CH:57][CH:56]=[CH:55][C:54]=12. (3) Given the reactants [Cl:1][C:2]1[CH:3]=[C:4]([OH:8])[CH:5]=[CH:6][CH:7]=1.[H-].[Na+].[CH2:11]([N:13]([CH2:17][CH3:18])[C:14](Cl)=[O:15])[CH3:12], predict the reaction product. The product is: [CH2:11]([N:13]([CH2:17][CH3:18])[C:14](=[O:15])[O:8][C:4]1[CH:5]=[CH:6][CH:7]=[C:2]([Cl:1])[CH:3]=1)[CH3:12]. (4) Given the reactants [NH2:1][CH2:2][C:3]1[CH:8]=[CH:7][C:6]([CH:9]2[N:12]([C:13]3[CH:18]=[CH:17][C:16]([F:19])=[CH:15][CH:14]=3)[C:11](=[O:20])[CH:10]2[CH2:21][CH2:22][CH:23]([C:25]2[CH:30]=[CH:29][C:28]([F:31])=[CH:27][CH:26]=2)[OH:24])=[CH:5][CH:4]=1.C(N(C(C)C)CC)(C)C.[S:41]([CH2:45][C:46](O)=[O:47])([OH:44])(=[O:43])=[O:42].C(N=C=NC(C)C)(C)C.OC1C2N=NNC=2C=CC=1, predict the reaction product. The product is: [F:19][C:16]1[CH:15]=[CH:14][C:13]([N:12]2[C:11](=[O:20])[CH:10]([CH2:21][CH2:22][CH:23]([C:25]3[CH:26]=[CH:27][C:28]([F:31])=[CH:29][CH:30]=3)[OH:24])[CH:9]2[C:6]2[CH:7]=[CH:8][C:3]([CH2:2][NH:1][C:46]([CH2:45][S:41]([OH:44])(=[O:43])=[O:42])=[O:47])=[CH:4][CH:5]=2)=[CH:18][CH:17]=1. (5) Given the reactants [NH:1]1[C:9]2[C:4](=[CH:5][C:6]([NH:10][C:11]([C:13]3[C:14]([C:19]4[CH:24]=[CH:23][CH:22]=[C:21]([C:25]([F:28])([F:27])[F:26])[CH:20]=4)=[CH:15][CH:16]=[CH:17][CH:18]=3)=[O:12])=[CH:7][CH:8]=2)[CH2:3][CH2:2]1.C([NH:31][C:32]1[S:33][CH:34]=[C:35]([CH2:37][C:38](O)=[O:39])[N:36]=1)=O.O.ON1C2C=CC=CC=2N=N1.Cl.CN(C)CCCN=C=NCC, predict the reaction product. The product is: [NH2:31][C:32]1[S:33][CH:34]=[C:35]([CH2:37][C:38]([N:1]2[C:9]3[C:4](=[CH:5][C:6]([NH:10][C:11]([C:13]4[C:14]([C:19]5[CH:24]=[CH:23][CH:22]=[C:21]([C:25]([F:26])([F:27])[F:28])[CH:20]=5)=[CH:15][CH:16]=[CH:17][CH:18]=4)=[O:12])=[CH:7][CH:8]=3)[CH2:3][CH2:2]2)=[O:39])[N:36]=1.